From a dataset of Forward reaction prediction with 1.9M reactions from USPTO patents (1976-2016). Predict the product of the given reaction. Given the reactants I[C:2]1[CH:7]=[CH:6][CH:5]=[CH:4][N:3]=1.C([Mg]Br)C.[Cl:12][C:13]1[C:14]([F:45])=[C:15]([C:19]([C:21]2[N:25]([C:26]([C:39]3[CH:44]=[CH:43][CH:42]=[CH:41][CH:40]=3)([C:33]3[CH:38]=[CH:37][CH:36]=[CH:35][CH:34]=3)[C:27]3[CH:32]=[CH:31][CH:30]=[CH:29][CH:28]=3)[CH:24]=[N:23][CH:22]=2)=[O:20])[CH:16]=[CH:17][CH:18]=1, predict the reaction product. The product is: [Cl:12][C:13]1[C:14]([F:45])=[C:15]([C:19]([C:2]2[CH:7]=[CH:6][CH:5]=[CH:4][N:3]=2)([C:21]2[N:25]([C:26]([C:33]3[CH:34]=[CH:35][CH:36]=[CH:37][CH:38]=3)([C:27]3[CH:28]=[CH:29][CH:30]=[CH:31][CH:32]=3)[C:39]3[CH:44]=[CH:43][CH:42]=[CH:41][CH:40]=3)[CH:24]=[N:23][CH:22]=2)[OH:20])[CH:16]=[CH:17][CH:18]=1.